From a dataset of Reaction yield outcomes from USPTO patents with 853,638 reactions. Predict the reaction yield, written as a fraction of the theoretical maximum amount of product (1.0 means a 100% yield; for example, 0.34 means a 34% yield). (1) The reactants are [CH3:1][N:2]1[CH:6]([C:7]([O:9][C:10]([CH3:13])([CH3:12])[CH3:11])=[O:8])[CH2:5][NH:4][C:3]1=[O:14].Br[C:16]1[C:21]([CH3:22])=[CH:20][CH:19]=[CH:18][N:17]=1.C(=O)([O-])[O-].[Cs+].[Cs+].CC1(C)C2C(=C(P(C3C=CC=CC=3)C3C=CC=CC=3)C=CC=2)OC2C(P(C3C=CC=CC=3)C3C=CC=CC=3)=CC=CC1=2. The catalyst is O1CCOCC1.O.C1C=CC(/C=C/C(/C=C/C2C=CC=CC=2)=O)=CC=1.C1C=CC(/C=C/C(/C=C/C2C=CC=CC=2)=O)=CC=1.C1C=CC(/C=C/C(/C=C/C2C=CC=CC=2)=O)=CC=1.[Pd].[Pd]. The product is [CH3:1][N:2]1[CH:6]([C:7]([O:9][C:10]([CH3:11])([CH3:13])[CH3:12])=[O:8])[CH2:5][N:4]([C:16]2[C:21]([CH3:22])=[CH:20][CH:19]=[CH:18][N:17]=2)[C:3]1=[O:14]. The yield is 0.800. (2) The reactants are [Cl:1][C:2]1[CH:3]=[C:4]([CH:8]=[CH:9][N:10]=1)[C:5]([OH:7])=O.S(Cl)(Cl)=O.[NH2:15][C:16]1[S:17][C:18]([N:26]2[CH2:31][CH2:30][O:29][CH2:28][CH2:27]2)=[C:19]([C:21]2[O:22][CH:23]=[CH:24][CH:25]=2)[N:20]=1. The catalyst is N1C=CC=CC=1. The product is [Cl:1][C:2]1[CH:3]=[C:4]([C:5]([NH:15][C:16]2[S:17][C:18]([N:26]3[CH2:27][CH2:28][O:29][CH2:30][CH2:31]3)=[C:19]([C:21]3[O:22][CH:23]=[CH:24][CH:25]=3)[N:20]=2)=[O:7])[CH:8]=[CH:9][N:10]=1. The yield is 0.660. (3) The reactants are [NH:1]1[CH:5]=[CH:4][CH:3]=[C:2]1[C:6]([OH:8])=[O:7].[CH3:9][C:10]([CH3:12])=[CH2:11].S(=O)(=O)(O)O.C(=O)=O.CC(C)=C.[OH-].[Na+]. The catalyst is O1CCOCC1.CCOCC. The product is [C:10]([O:7][C:6]([C:2]1[NH:1][CH:5]=[CH:4][CH:3]=1)=[O:8])([CH3:12])([CH3:11])[CH3:9]. The yield is 0.600. (4) The reactants are [CH2:1]([C:3]1[NH:7][C:6]([C:8]([NH:10][C@H:11]2[CH2:16][CH2:15][N:14]([C:17]3[S:18][C:19]([C:23]([O:25]CC)=[O:24])=[C:20]([CH3:22])[N:21]=3)[CH2:13][C@H:12]2[O:28][CH3:29])=[O:9])=[N:5][C:4]=1[I:30])[CH3:2].[OH-].[Li+]. No catalyst specified. The product is [CH2:1]([C:3]1[NH:7][C:6]([C:8]([NH:10][C@H:11]2[CH2:16][CH2:15][N:14]([C:17]3[S:18][C:19]([C:23]([OH:25])=[O:24])=[C:20]([CH3:22])[N:21]=3)[CH2:13][C@H:12]2[O:28][CH3:29])=[O:9])=[N:5][C:4]=1[I:30])[CH3:2]. The yield is 0.320.